From a dataset of NCI-60 drug combinations with 297,098 pairs across 59 cell lines. Regression. Given two drug SMILES strings and cell line genomic features, predict the synergy score measuring deviation from expected non-interaction effect. Drug 1: COC1=CC(=CC(=C1O)OC)C2C3C(COC3=O)C(C4=CC5=C(C=C24)OCO5)OC6C(C(C7C(O6)COC(O7)C8=CC=CS8)O)O. Drug 2: C1CN(CCN1C(=O)CCBr)C(=O)CCBr. Cell line: HCC-2998. Synergy scores: CSS=19.2, Synergy_ZIP=-12.9, Synergy_Bliss=-5.98, Synergy_Loewe=-10.8, Synergy_HSA=-1.91.